Dataset: Forward reaction prediction with 1.9M reactions from USPTO patents (1976-2016). Task: Predict the product of the given reaction. (1) The product is: [C:33]([O:37][C:38]([N:40]1[CH2:45][CH2:44][CH:43]([CH2:46][NH:47][C:26](=[O:28])[CH2:25][NH:24][C:22](=[O:23])[C:21]2[CH:29]=[CH:30][C:18]([S:15](=[O:17])(=[O:16])[NH:14][C:8]3[CH:9]=[C:10]([F:13])[CH:11]=[CH:12][C:7]=3[O:6][C:5]3[CH:4]=[CH:3][C:2]([Br:1])=[CH:32][CH:31]=3)=[CH:19][CH:20]=2)[CH2:42][CH2:41]1)=[O:39])([CH3:36])([CH3:35])[CH3:34]. Given the reactants [Br:1][C:2]1[CH:32]=[CH:31][C:5]([O:6][C:7]2[CH:12]=[CH:11][C:10]([F:13])=[CH:9][C:8]=2[NH:14][S:15]([C:18]2[CH:30]=[CH:29][C:21]([C:22]([NH:24][CH2:25][C:26]([OH:28])=O)=[O:23])=[CH:20][CH:19]=2)(=[O:17])=[O:16])=[CH:4][CH:3]=1.[C:33]([O:37][C:38]([N:40]1[CH2:45][CH2:44][CH:43]([CH2:46][NH2:47])[CH2:42][CH2:41]1)=[O:39])([CH3:36])([CH3:35])[CH3:34], predict the reaction product. (2) Given the reactants [NH2:1][CH2:2][CH2:3][C:4]1[CH:9]=[CH:8][C:7]([S:10]([CH:13]2[CH2:18][CH2:17][N:16]([C:19]([NH:21][CH2:22][CH2:23][CH2:24][CH2:25][CH2:26][CH2:27][CH2:28][CH3:29])=[O:20])[CH2:15][CH2:14]2)(=[O:12])=[O:11])=[CH:6][CH:5]=1.C([Si]([O:47][C:48]1[CH:53]=[CH:52][C:51]([O:54][CH2:55][CH:56]2[CH2:58][O:57]2)=[CH:50][CH:49]=1)(C1C=CC=CC=1)C1C=CC=CC=1)(C)(C)C, predict the reaction product. The product is: [CH2:22]([NH:21][C:19]([N:16]1[CH2:17][CH2:18][CH:13]([S:10]([C:7]2[CH:6]=[CH:5][C:4]([CH2:3][CH2:2][NH:1][CH2:58][C@H:56]([OH:57])[CH2:55][O:54][C:51]3[CH:52]=[CH:53][C:48]([OH:47])=[CH:49][CH:50]=3)=[CH:9][CH:8]=2)(=[O:12])=[O:11])[CH2:14][CH2:15]1)=[O:20])[CH2:23][CH2:24][CH2:25][CH2:26][CH2:27][CH2:28][CH3:29]. (3) Given the reactants [CH3:1][O:2][CH:3]([O:19][CH3:20])[C:4]1[CH:9]=[CH:8][C:7]([C:10](=[O:18])[CH2:11][C:12]2[CH:17]=[CH:16][CH:15]=[CH:14][CH:13]=2)=[CH:6][CH:5]=1.CO[CH:23](OC)[N:24]([CH3:26])[CH3:25], predict the reaction product. The product is: [CH3:20][O:19][CH:3]([O:2][CH3:1])[C:4]1[CH:5]=[CH:6][C:7]([C:10](=[O:18])[C:11]([C:12]2[CH:17]=[CH:16][CH:15]=[CH:14][CH:13]=2)=[CH:23][N:24]([CH3:26])[CH3:25])=[CH:8][CH:9]=1. (4) Given the reactants [OH2:1].[NH2:2][CH:3]([CH2:7][C:8]1[CH:13]=[CH:12][C:11]([NH2:14])=[CH:10][CH:9]=1)[C:4]([OH:6])=[O:5].[Cl:15][C:16]1[C:25]2[C:20](=[CH:21][CH:22]=[CH:23][CH:24]=2)[N:19]=[CH:18][CH:17]=1.[ClH:26], predict the reaction product. The product is: [OH2:5].[OH2:1].[ClH:15].[ClH:26].[NH2:2][CH:3]([CH2:7][C:8]1[CH:9]=[CH:10][C:11]([NH:14][C:16]2[C:25]3[C:20](=[CH:21][CH:22]=[CH:23][CH:24]=3)[N:19]=[CH:18][CH:17]=2)=[CH:12][CH:13]=1)[C:4]([OH:6])=[O:5]. (5) The product is: [C:1]([C:5]1[N:6]=[C:7]([N:23]2[CH2:27][C:26]([F:28])([F:29])[C:25]([F:30])([F:31])[CH2:24]2)[C:8]2[N:13]=[N:12][NH:11][C:9]=2[N:10]=1)([CH3:4])([CH3:2])[CH3:3]. Given the reactants [C:1]([C:5]1[N:6]=[C:7]([N:23]2[CH2:27][C:26]([F:29])([F:28])[C:25]([F:31])([F:30])[CH2:24]2)[C:8]2[N:13]=[N:12][N:11](CC3C=CC(OC)=CC=3)[C:9]=2[N:10]=1)([CH3:4])([CH3:3])[CH3:2].C([SiH](CC)CC)C, predict the reaction product. (6) Given the reactants [F:1][C:2]1[CH:7]=[CH:6][C:5]([CH2:8][C:9]2[CH:18]=[C:17]3[C:12]([C:13]([OH:33])=[C:14]([C:28](OCC)=[O:29])[C:15](=[O:27])[N:16]3[CH2:19][C:20](=[O:26])[N:21]3[CH2:25][CH2:24][CH2:23][CH2:22]3)=[N:11][CH:10]=2)=[CH:4][CH:3]=1.[NH2:34][CH2:35][CH2:36][N:37]1[CH2:42][CH2:41][O:40][CH2:39][CH2:38]1, predict the reaction product. The product is: [F:1][C:2]1[CH:7]=[CH:6][C:5]([CH2:8][C:9]2[CH:18]=[C:17]3[C:12]([C:13]([OH:33])=[C:14]([C:28]([NH:34][CH2:35][CH2:36][N:37]4[CH2:42][CH2:41][O:40][CH2:39][CH2:38]4)=[O:29])[C:15](=[O:27])[N:16]3[CH2:19][C:20](=[O:26])[N:21]3[CH2:25][CH2:24][CH2:23][CH2:22]3)=[N:11][CH:10]=2)=[CH:4][CH:3]=1.